Dataset: Reaction yield outcomes from USPTO patents with 853,638 reactions. Task: Predict the reaction yield, written as a fraction of the theoretical maximum amount of product (1.0 means a 100% yield; for example, 0.34 means a 34% yield). (1) The reactants are [Cl:1][C:2]1[CH:3]=[C:4]([C:16]2[O:20][N:19]=[C:18]([C:21]3[S:25][C:24]([CH2:26][N:27]4[CH2:30][CH:29]([C:31]([O:33]C)=[O:32])[CH2:28]4)=[CH:23][C:22]=3[CH2:35][CH3:36])[N:17]=2)[CH:5]=[CH:6][C:7]=1[O:8][C:9]1[CH:14]=[CH:13][CH:12]=[C:11]([F:15])[CH:10]=1.[OH-].[Na+].C(O)(=O)C. No catalyst specified. The product is [Cl:1][C:2]1[CH:3]=[C:4]([C:16]2[O:20][N:19]=[C:18]([C:21]3[S:25][C:24]([CH2:26][N:27]4[CH2:30][CH:29]([C:31]([OH:33])=[O:32])[CH2:28]4)=[CH:23][C:22]=3[CH2:35][CH3:36])[N:17]=2)[CH:5]=[CH:6][C:7]=1[O:8][C:9]1[CH:14]=[CH:13][CH:12]=[C:11]([F:15])[CH:10]=1. The yield is 0.920. (2) The reactants are [S:1]([N:11]1[C:19]2[C:14](=[CH:15][CH:16]=[CH:17][CH:18]=2)[C:13]([CH2:20][N:21]2[CH2:26][CH2:25][CH2:24][C:23]3([CH2:31][CH2:30][NH:29][CH2:28][CH2:27]3)[C:22]2=[O:32])=[CH:12]1)([C:4]1[CH:10]=[CH:9][C:7]([CH3:8])=[CH:6][CH:5]=1)(=[O:3])=[O:2].Cl[C:34]1[CH:39]=[CH:38][CH:37]=[C:36]([CH3:40])[N:35]=1.C([O-])(C)(C)C.[Na+].C1(P(C2CCCCC2)C2C=CC=CC=2C2C=CC=CC=2N(C)C)CCCCC1. The catalyst is C1C=CC(/C=C/C(/C=C/C2C=CC=CC=2)=O)=CC=1.C1C=CC(/C=C/C(/C=C/C2C=CC=CC=2)=O)=CC=1.C1C=CC(/C=C/C(/C=C/C2C=CC=CC=2)=O)=CC=1.[Pd].[Pd].O1CCOCC1. The product is [CH3:40][C:36]1[N:35]=[C:34]([N:29]2[CH2:30][CH2:31][C:23]3([C:22](=[O:32])[N:21]([CH2:20][C:13]4[C:14]5[C:19](=[CH:18][CH:17]=[CH:16][CH:15]=5)[N:11]([S:1]([C:4]5[CH:10]=[CH:9][C:7]([CH3:8])=[CH:6][CH:5]=5)(=[O:2])=[O:3])[CH:12]=4)[CH2:26][CH2:25][CH2:24]3)[CH2:27][CH2:28]2)[CH:39]=[CH:38][CH:37]=1. The yield is 0.800. (3) The reactants are [Cl:1][C:2]1[CH:3]=[C:4]([CH2:18][C:19]([O:21]C)=[O:20])[CH:5]=[CH:6][C:7]=1[NH:8][C:9]([NH:11][C:12]1[CH:17]=[CH:16][CH:15]=[CH:14][CH:13]=1)=[O:10].[OH-].[Na+]. The catalyst is C1COCC1. The product is [Cl:1][C:2]1[CH:3]=[C:4]([CH2:18][C:19]([OH:21])=[O:20])[CH:5]=[CH:6][C:7]=1[NH:8][C:9]([NH:11][C:12]1[CH:17]=[CH:16][CH:15]=[CH:14][CH:13]=1)=[O:10]. The yield is 0.920. (4) The reactants are [CH3:1][C:2]1[C:7]([CH:8]([CH2:13][CH2:14][CH3:15])[C:9]([O:11]C)=[O:10])=[C:6]([C:16]2[CH:21]=[CH:20][C:19]([CH3:22])=[CH:18][CH:17]=2)[N:5]2[N:23]=[CH:24][CH:25]=[C:4]2[N:3]=1.[OH-].[Na+]. The catalyst is CO. The product is [CH3:1][C:2]1[C:7]([CH:8]([CH2:13][CH2:14][CH3:15])[C:9]([OH:11])=[O:10])=[C:6]([C:16]2[CH:17]=[CH:18][C:19]([CH3:22])=[CH:20][CH:21]=2)[N:5]2[N:23]=[CH:24][CH:25]=[C:4]2[N:3]=1. The yield is 0.330. (5) The reactants are [Al+3].[Cl-].[Cl-].[Cl-].[N+](C)([O-])=O.[CH3:9][N:10]1[C:15]2[CH:16]=[CH:17][CH:18]=[CH:19][C:14]=2[O:13][CH2:12][C:11]1=[O:20].ClC[CH:23]([O:26]C(CCl)CCl)CCl. The catalyst is C(Cl)Cl. The product is [CH3:9][N:10]1[C:15]2[CH:16]=[C:17]([CH:23]=[O:26])[CH:18]=[CH:19][C:14]=2[O:13][CH2:12][C:11]1=[O:20]. The yield is 0.370. (6) The reactants are [CH3:1][N:2]([CH3:33])[C@H:3]1[CH2:8][CH2:7][C@H:6]([N:9]([CH2:31][CH3:32])[C:10]2[C:11]([CH3:30])=[C:12]([C:27](O)=[O:28])[CH:13]=[C:14]([C:16]3[CH:21]=[CH:20][C:19]([O:22][CH2:23][CH2:24][O:25][CH3:26])=[CH:18][CH:17]=3)[CH:15]=2)[CH2:5][CH2:4]1.Cl.[NH2:35][CH2:36][CH:37]1[C:41](=[O:42])[NH:40][N:39]=[C:38]1[CH3:43].CCN(C(C)C)C(C)C.CN(C(ON1N=NC2C=CC=NC1=2)=[N+](C)C)C.F[P-](F)(F)(F)(F)F. The catalyst is CN(C=O)C. The product is [CH3:1][N:2]([CH3:33])[C@H:3]1[CH2:4][CH2:5][C@H:6]([N:9]([CH2:31][CH3:32])[C:10]2[C:11]([CH3:30])=[C:12]([C:27]([NH:35][CH2:36][C:37]3[C:41](=[O:42])[NH:40][NH:39][C:38]=3[CH3:43])=[O:28])[CH:13]=[C:14]([C:16]3[CH:17]=[CH:18][C:19]([O:22][CH2:23][CH2:24][O:25][CH3:26])=[CH:20][CH:21]=3)[CH:15]=2)[CH2:7][CH2:8]1. The yield is 0.0970.